From a dataset of Full USPTO retrosynthesis dataset with 1.9M reactions from patents (1976-2016). Predict the reactants needed to synthesize the given product. (1) Given the product [Cl:31][C:29]1[N:28]=[C:27]([S:32][CH3:33])[N:26]=[C:25]([N:8]2[C@H:3]([C:2]([F:1])([F:13])[F:12])[CH2:4][CH2:5][C@H:6]([C:9]([NH:63][CH2:56][C:57]3[CH:62]=[CH:61][CH:60]=[CH:59][CH:58]=3)=[O:11])[CH2:7]2)[CH:30]=1, predict the reactants needed to synthesize it. The reactants are: [F:1][C:2]([F:13])([F:12])[C@H:3]1[NH:8][CH2:7][C@@H:6]([C:9]([OH:11])=O)[CH2:5][CH2:4]1.[Li+].C[Si]([N-][Si](C)(C)C)(C)C.Cl[C:25]1[CH:30]=[C:29]([Cl:31])[N:28]=[C:27]([S:32][CH3:33])[N:26]=1.Cl.C1C=CC2N(O)N=NC=2C=1.C(Cl)CCl.CN1CCOCC1.[CH2:56]([NH2:63])[C:57]1[CH:62]=[CH:61][CH:60]=[CH:59][CH:58]=1. (2) Given the product [F:1][C:2]([F:11])([F:12])[C:3]1[CH:10]=[CH:9][CH:8]=[CH:7][C:4]=1[C:5]1[NH:15][N:14]=[N:13][N:6]=1, predict the reactants needed to synthesize it. The reactants are: [F:1][C:2]([F:12])([F:11])[C:3]1[CH:10]=[CH:9][CH:8]=[CH:7][C:4]=1[C:5]#[N:6].[N-:13]=[N+:14]=[N-:15].[Na+].Cl.C(N(CC)CC)C.